This data is from Forward reaction prediction with 1.9M reactions from USPTO patents (1976-2016). The task is: Predict the product of the given reaction. (1) Given the reactants Br[C:2]1[O:6][C:5]([CH:7]=[O:8])=[CH:4][CH:3]=1.[CH:9]([CH:11]1[CH2:16][CH2:15][CH2:14][CH2:13][CH2:12]1)=[CH2:10].CC1C=CC=CC=1P(C1C=CC=CC=1C)C1C=CC=CC=1C.CCN(CC)CC, predict the reaction product. The product is: [CH:11]1(/[CH:9]=[CH:10]/[C:2]2[O:6][C:5]([CH:7]=[O:8])=[CH:4][CH:3]=2)[CH2:16][CH2:15][CH2:14][CH2:13][CH2:12]1. (2) Given the reactants Br[C:2]1[C:3](=[O:32])[N:4]([CH2:24][CH2:25][C:26]2[CH:31]=[CH:30][CH:29]=[CH:28][CH:27]=2)[C:5]([C:9]2[CH:14]=[CH:13][CH:12]=[C:11]([F:15])[C:10]=2[O:16][CH2:17][C:18]2[CH:23]=[CH:22][CH:21]=[CH:20][CH:19]=2)=[N:6][C:7]=1[CH3:8].[F-].[Cs+].C([Sn](CCCC)(CCCC)[C:40]1[S:41][CH:42]=[CH:43][CH:44]=1)CCC, predict the reaction product. The product is: [F:15][C:11]1[C:10]([O:16][CH2:17][C:18]2[CH:23]=[CH:22][CH:21]=[CH:20][CH:19]=2)=[C:9]([C:5]2[N:4]([CH2:24][CH2:25][C:26]3[CH:31]=[CH:30][CH:29]=[CH:28][CH:27]=3)[C:3](=[O:32])[C:2]([C:40]3[S:41][CH:42]=[CH:43][CH:44]=3)=[C:7]([CH3:8])[N:6]=2)[CH:14]=[CH:13][CH:12]=1. (3) Given the reactants [N:1]1[C:9]2[C:4](=[N:5][CH:6]=[CH:7][CH:8]=2)[O:3][C:2]=1[N:10]1[CH2:14][CH2:13][CH:12]([CH:15]([N:19]2[CH:23]=[C:22]([C:24]3[C:25]4[CH:32]=[CH:31][N:30](COCC[Si](C)(C)C)[C:26]=4[N:27]=[CH:28][N:29]=3)[CH:21]=[N:20]2)[CH2:16][C:17]#[N:18])[CH2:11]1.C(O)(C(F)(F)F)=O, predict the reaction product. The product is: [N:1]1[C:9]2[C:4](=[N:5][CH:6]=[CH:7][CH:8]=2)[O:3][C:2]=1[N:10]1[CH2:14][CH2:13][CH:12]([CH:15]([N:19]2[CH:23]=[C:22]([C:24]3[C:25]4[CH:32]=[CH:31][NH:30][C:26]=4[N:27]=[CH:28][N:29]=3)[CH:21]=[N:20]2)[CH2:16][C:17]#[N:18])[CH2:11]1. (4) Given the reactants C([O:8][N:9]1[C:15](=[O:16])[N:14]2[CH2:17][C@H:10]1[CH2:11][CH2:12][C@H:13]2[C:18]([NH:20][O:21][CH:22]1[CH2:28][CH:27]2[N:29]([C:30]([O:32][C:33]([CH3:36])([CH3:35])[CH3:34])=[O:31])[CH:24]([CH2:25][CH2:26]2)[CH2:23]1)=[O:19])C1C=CC=CC=1.[H][H], predict the reaction product. The product is: [OH:8][N:9]1[C:15](=[O:16])[N:14]2[CH2:17][C@H:10]1[CH2:11][CH2:12][C@H:13]2[C:18]([NH:20][O:21][CH:22]1[CH2:28][CH:27]2[N:29]([C:30]([O:32][C:33]([CH3:36])([CH3:35])[CH3:34])=[O:31])[CH:24]([CH2:25][CH2:26]2)[CH2:23]1)=[O:19]. (5) Given the reactants O1C2C=CC(C3C=C(N)C(N)=CC=3)=CC=2OC1.[CH2:18]1[O:26][C:25]2[C:24]([N:27]3[C:31]4[CH:32]=[CH:33][CH:34]=[CH:35][C:30]=4[N:29]=[C:28]3[C:36]3[C:44]4[C:39](=[CH:40][CH:41]=[CH:42][CH:43]=4)[NH:38][N:37]=3)=[CH:23][CH:22]=[CH:21][C:20]=2[O:19]1, predict the reaction product. The product is: [CH2:18]1[O:26][C:21]2[CH:22]=[CH:23][C:24]([N:27]3[C:31]4[CH:32]=[CH:33][CH:34]=[CH:35][C:30]=4[N:29]=[C:28]3[C:36]3[C:44]4[C:39](=[CH:40][CH:41]=[CH:42][CH:43]=4)[NH:38][N:37]=3)=[CH:25][C:20]=2[O:19]1. (6) Given the reactants Cl[C:2]1[N:7]=[C:6]([CH2:8][CH2:9][C:10]2[CH:15]=[CH:14][CH:13]=[CH:12][C:11]=2[C:16]2([C:19]([NH2:21])=[O:20])[CH2:18][CH2:17]2)[C:5]([Cl:22])=[CH:4][N:3]=1.[NH2:23][C:24]1[CH:25]=[CH:26][C:27]([C:30](=[O:32])[CH3:31])=[N:28][CH:29]=1.C([O-])([O-])=O.[Cs+].[Cs+], predict the reaction product. The product is: [C:30]([C:27]1[N:28]=[CH:29][C:24]([NH:23][C:2]2[N:7]=[C:6]([CH2:8][CH2:9][C:10]3[CH:15]=[CH:14][CH:13]=[CH:12][C:11]=3[C:16]3([C:19]([NH2:21])=[O:20])[CH2:18][CH2:17]3)[C:5]([Cl:22])=[CH:4][N:3]=2)=[CH:25][CH:26]=1)(=[O:32])[CH3:31]. (7) Given the reactants I[C:2]1[CH:3]=[C:4]([O:8][CH3:9])[CH:5]=[CH:6][CH:7]=1.[Cl:10][C:11]1[CH:16]=[CH:15][C:14]([SH:17])=[CH:13][CH:12]=1.C([O-])([O-])=O.[K+].[K+].C(O)CO, predict the reaction product. The product is: [Cl:10][C:11]1[CH:16]=[CH:15][C:14]([S:17][C:2]2[CH:7]=[CH:6][CH:5]=[C:4]([O:8][CH3:9])[CH:3]=2)=[CH:13][CH:12]=1. (8) Given the reactants C(O)(C)C.[BH4-].[Na+].[CH:7]([CH:9]([CH2:16][CH2:17][CH2:18][CH2:19][CH2:20][CH2:21][CH3:22])[CH2:10][CH2:11][C:12](OC)=[O:13])=[O:8].Cl, predict the reaction product. The product is: [CH2:16]([CH:9]([CH2:10][CH2:11][CH2:12][OH:13])[CH2:7][OH:8])[CH2:17][CH2:18][CH2:19][CH2:20][CH2:21][CH3:22]. (9) Given the reactants [C:1]([Si:5]([CH3:21])([CH3:20])[O:6][C@@H:7]1[CH2:12][CH2:11][C@H:10]([N:13]2[CH2:18][CH2:17][CH2:16][CH2:15][C:14]2=[O:19])[CH2:9][CH2:8]1)([CH3:4])([CH3:3])[CH3:2].[Li+].CC([N-]C(C)C)C.BrC[C:32]1[C:41]2[C:36](=[CH:37][CH:38]=[CH:39][CH:40]=2)[CH:35]=[C:34]([O:42][CH3:43])[CH:33]=1, predict the reaction product. The product is: [C:1]([Si:5]([CH3:21])([CH3:20])[O:6][C@@H:7]1[CH2:8][CH2:9][C@H:10]([N:13]2[CH2:18][CH2:17][CH:16]([CH2:15][C:32]3[C:41]4[C:36](=[CH:37][CH:38]=[CH:39][CH:40]=4)[CH:35]=[C:34]([O:42][CH3:43])[CH:33]=3)[C:14]2=[O:19])[CH2:11][CH2:12]1)([CH3:2])([CH3:4])[CH3:3].